This data is from Full USPTO retrosynthesis dataset with 1.9M reactions from patents (1976-2016). The task is: Predict the reactants needed to synthesize the given product. Given the product [Cl:27][C:24]1[N:23]=[N:22][C:21]([N:20]2[C:6]([CH3:7])=[CH:5][CH:4]=[C:3]2[CH3:2])=[CH:26][CH:25]=1, predict the reactants needed to synthesize it. The reactants are: C[C:2]1[CH:3]=[CH:4][C:5](S(O)(=O)=O)=[CH:6][CH:7]=1.CC(=O)CCC(=O)C.[NH2:20][C:21]1[N:22]=[N:23][C:24]([Cl:27])=[CH:25][CH:26]=1.C.